From a dataset of Full USPTO retrosynthesis dataset with 1.9M reactions from patents (1976-2016). Predict the reactants needed to synthesize the given product. (1) Given the product [CH3:10][N:11]([CH3:12])/[CH:13]=[C:7](/[C:4]1[S:5][CH:6]=[C:2]([CH3:1])[N:3]=1)\[C:8]#[N:9], predict the reactants needed to synthesize it. The reactants are: [CH3:1][C:2]1[N:3]=[C:4]([CH2:7][C:8]#[N:9])[S:5][CH:6]=1.[CH3:10][N:11]([CH:13](OC)OC)[CH3:12]. (2) Given the product [Br:24][C:22]1[N:23]=[C:18]([NH:16][C:14]2[CH:13]=[N:12][N:11]([CH2:10][CH2:9][OH:8])[CH:15]=2)[C:19](=[O:26])[N:20]([CH3:25])[CH:21]=1, predict the reactants needed to synthesize it. The reactants are: [Si]([O:8][CH2:9][CH2:10][N:11]1[CH:15]=[C:14]([NH2:16])[CH:13]=[N:12]1)(C(C)(C)C)(C)C.Br[C:18]1[C:19](=[O:26])[N:20]([CH3:25])[CH:21]=[C:22]([Br:24])[N:23]=1.